Dataset: Forward reaction prediction with 1.9M reactions from USPTO patents (1976-2016). Task: Predict the product of the given reaction. Given the reactants [NH:1]1[CH2:5][CH2:4][CH2:3][C:2]1=O.[C:7]([NH:15][NH2:16])(=O)[C:8]1[CH:13]=[CH:12][N:11]=[CH:10][CH:9]=1, predict the reaction product. The product is: [N:11]1[CH:12]=[CH:13][C:8]([C:7]2[N:1]3[CH2:5][CH2:4][CH2:3][C:2]3=[N:16][N:15]=2)=[CH:9][CH:10]=1.